The task is: Predict the reactants needed to synthesize the given product.. This data is from Full USPTO retrosynthesis dataset with 1.9M reactions from patents (1976-2016). (1) Given the product [Cl:1][C:2]1[CH:7]=[CH:6][CH:5]=[C:4]([Cl:8])[C:3]=1[C:9]1[C:10]([OH:16])=[CH:11][CH:12]=[C:13]([F:15])[CH:14]=1, predict the reactants needed to synthesize it. The reactants are: [Cl:1][C:2]1[CH:7]=[CH:6][CH:5]=[C:4]([Cl:8])[C:3]=1[C:9]1[CH:14]=[C:13]([F:15])[CH:12]=[CH:11][C:10]=1[O:16]C.B(Br)(Br)Br. (2) Given the product [F:18][C:19]1[C:27]2[C:22](=[CH:23][CH:24]=[C:25]([N:8]([C:4]3[CH:5]=[N:6][CH:7]=[CH:2][CH:3]=3)[C:9]3[CH:12]=[CH:17][CH:16]=[C:15]([CH2:14][CH2:13][OH:38])[CH:10]=3)[CH:26]=2)[NH:21][N:20]=1, predict the reactants needed to synthesize it. The reactants are: Br[C:2]1[CH:3]=[C:4]([NH:8][C@H:9]([C:12]2[CH:17]=[CH:16][CH:15]=[CH:14][CH:13]=2)[CH2:10]O)[CH:5]=[N:6][CH:7]=1.[F:18][C:19]1[C:27]2[C:22](=[CH:23][CH:24]=[C:25](B3OC(C)(C)C(C)(C)O3)[CH:26]=2)[NH:21][N:20]=1.C(=O)([O-])[O-:38].[K+].[K+].